This data is from Reaction yield outcomes from USPTO patents with 853,638 reactions. The task is: Predict the reaction yield, written as a fraction of the theoretical maximum amount of product (1.0 means a 100% yield; for example, 0.34 means a 34% yield). (1) The reactants are Cl.Cl.[NH2:3][C:4]1[CH:5]=[C:6]([CH3:35])[C:7]([O:10][C:11]2[CH:16]=[C:15]([O:17][CH2:18][CH2:19][O:20][CH3:21])[CH:14]=[CH:13][C:12]=2/[CH:22]=[CH:23]/[C:24]([NH:26][S:27]([CH2:30][CH2:31][CH2:32][CH2:33][CH3:34])(=[O:29])=[O:28])=[O:25])=[N:8][CH:9]=1.[C:36](OC(=O)C)(=[O:38])[CH3:37]. The catalyst is N1C=CC=CC=1.CN(C)C1C=CN=CC=1. The product is [C:36]([NH:3][C:4]1[CH:5]=[C:6]([CH3:35])[C:7]([O:10][C:11]2[CH:16]=[C:15]([O:17][CH2:18][CH2:19][O:20][CH3:21])[CH:14]=[CH:13][C:12]=2/[CH:22]=[CH:23]/[C:24]([NH:26][S:27]([CH2:30][CH2:31][CH2:32][CH2:33][CH3:34])(=[O:29])=[O:28])=[O:25])=[N:8][CH:9]=1)(=[O:38])[CH3:37]. The yield is 0.490. (2) The reactants are N(C(OC(C)(C)C)=O)=NC(OC(C)(C)C)=O.C1(P(C2C=CC=CC=2)C2C=CC=CC=2)C=CC=CC=1.[C:36]1([OH:42])[CH:41]=[CH:40][CH:39]=[CH:38][CH:37]=1.[C:43]1([CH2:49][N:50]2[CH2:55][CH2:54][N:53]3[N:56]=[C:57]([CH2:59]O)[CH:58]=[C:52]3[CH2:51]2)[CH:48]=[CH:47][CH:46]=[CH:45][CH:44]=1. The catalyst is C1COCC1. The product is [O:42]([CH2:59][C:57]1[CH:58]=[C:52]2[CH2:51][N:50]([CH2:49][C:43]3[CH:44]=[CH:45][CH:46]=[CH:47][CH:48]=3)[CH2:55][CH2:54][N:53]2[N:56]=1)[C:36]1[CH:41]=[CH:40][CH:39]=[CH:38][CH:37]=1. The yield is 0.740. (3) The reactants are [CH3:1][O:2][C:3]1[CH:8]=[CH:7][N:6]=[C:5]([NH2:9])[N:4]=1.[N+:10]([C:13]1[CH:18]=[CH:17][C:16]([S:19](Cl)(=[O:21])=[O:20])=[CH:15][CH:14]=1)([O-:12])=[O:11]. The catalyst is N1C=CC=CC=1. The product is [CH3:1][O:2][C:3]1[CH:8]=[CH:7][N:6]=[C:5]([NH:9][S:19]([C:16]2[CH:15]=[CH:14][C:13]([N+:10]([O-:12])=[O:11])=[CH:18][CH:17]=2)(=[O:20])=[O:21])[N:4]=1. The yield is 0.300. (4) The reactants are [NH2:1][C:2]1[CH:7]=[C:6]([Cl:8])[CH:5]=[CH:4][N:3]=1.[CH3:9][C:10]1[CH:11]=[C:12]([CH:17]=[CH:18][C:19]=1[CH3:20])[C:13](=O)[CH2:14]Br.C([O-])(O)=O.[Na+]. The catalyst is C(O)C. The product is [Cl:8][C:6]1[CH:5]=[CH:4][N:3]2[CH:14]=[C:13]([C:12]3[CH:17]=[CH:18][C:19]([CH3:20])=[C:10]([CH3:9])[CH:11]=3)[N:1]=[C:2]2[CH:7]=1. The yield is 0.690. (5) The reactants are Cl.Cl.[C:3]([C:7]1[CH:12]=[CH:11][CH:10]=[CH:9][C:8]=1[N:13]1[CH2:18][CH2:17][NH:16][CH2:15][CH2:14]1)([CH3:6])([CH3:5])[CH3:4].[C:19]([O:25][CH2:26][CH3:27])(=[O:24])[CH2:20][C:21](O)=[O:22].Cl.C(N=C=NCCCN(C)C)C.O.ON1C2C=CC=CC=2N=N1. The catalyst is O.CN(C)C=O.C(N(CC)CC)C. The product is [C:3]([C:7]1[CH:12]=[CH:11][CH:10]=[CH:9][C:8]=1[N:13]1[CH2:18][CH2:17][N:16]([C:21](=[O:22])[CH2:20][C:19]([O:25][CH2:26][CH3:27])=[O:24])[CH2:15][CH2:14]1)([CH3:6])([CH3:4])[CH3:5]. The yield is 0.690. (6) The reactants are [CH3:1][N:2]([CH2:13][C:14]1[N:15]=[C:16]2[CH:21]=[CH:20][CH:19]=[C:18]([N:22]3[CH2:27][CH2:26][N:25](C(OC(C)(C)C)=O)[CH2:24][CH2:23]3)[N:17]2[CH:35]=1)[CH:3]1[C:12]2[N:11]=[CH:10][CH:9]=[CH:8][C:7]=2[CH2:6][CH2:5][CH2:4]1.FC(F)(F)C(O)=O. The catalyst is ClCCl. The product is [CH3:1][N:2]([CH2:13][C:14]1[N:15]=[C:16]2[CH:21]=[CH:20][CH:19]=[C:18]([N:22]3[CH2:27][CH2:26][NH:25][CH2:24][CH2:23]3)[N:17]2[CH:35]=1)[CH:3]1[C:12]2[N:11]=[CH:10][CH:9]=[CH:8][C:7]=2[CH2:6][CH2:5][CH2:4]1. The yield is 1.00.